Dataset: Reaction yield outcomes from USPTO patents with 853,638 reactions. Task: Predict the reaction yield, written as a fraction of the theoretical maximum amount of product (1.0 means a 100% yield; for example, 0.34 means a 34% yield). (1) The reactants are Cl[C:2]1[C:11]2[C:6](=[CH:7][CH:8]=[C:9]([N+:12]([O-:14])=[O:13])[CH:10]=2)[N:5]=[CH:4][N:3]=1.[Cl:15][C:16]1[CH:17]=[C:18]([CH:20]=[CH:21][C:22]=1[O:23][CH2:24][C:25]1[CH:30]=[CH:29][CH:28]=[CH:27][N:26]=1)[NH2:19]. The catalyst is C(O)(C)C. The product is [Cl:15][C:16]1[CH:17]=[C:18]([NH:19][C:2]2[C:11]3[C:6](=[CH:7][CH:8]=[C:9]([N+:12]([O-:14])=[O:13])[CH:10]=3)[N:5]=[CH:4][N:3]=2)[CH:20]=[CH:21][C:22]=1[O:23][CH2:24][C:25]1[CH:30]=[CH:29][CH:28]=[CH:27][N:26]=1. The yield is 0.748. (2) The reactants are [N:1]1([C:7]2([CH2:13][OH:14])[CH2:12][CH2:11][NH:10][CH2:9][CH2:8]2)[CH2:6][CH2:5][CH2:4][CH2:3][CH2:2]1.[C:15]([O:19][C:20]([NH:22][C@H:23]([CH2:27][C:28]1[CH:33]=[CH:32][C:31]([Cl:34])=[CH:30][CH:29]=1)[C:24](O)=[O:25])=[O:21])([CH3:18])([CH3:17])[CH3:16].ON1C2C=CC=CC=2N=N1.CN(C)CCCN=C=NCC.C(N(CC)C(C)C)(C)C.FC(F)(F)C(O)=O. The catalyst is CN(C)C=O. The product is [C:15]([O:19][C:20](=[O:21])[NH:22][C@H:23]([CH2:27][C:28]1[CH:29]=[CH:30][C:31]([Cl:34])=[CH:32][CH:33]=1)[C:24]([N:10]1[CH2:11][CH2:12][C:7]([CH2:13][OH:14])([N:1]2[CH2:6][CH2:5][CH2:4][CH2:3][CH2:2]2)[CH2:8][CH2:9]1)=[O:25])([CH3:18])([CH3:16])[CH3:17]. The yield is 0.430.